Predict the reactants needed to synthesize the given product. From a dataset of Full USPTO retrosynthesis dataset with 1.9M reactions from patents (1976-2016). (1) Given the product [CH2:34]([O:33][C:32](=[O:41])[N:16]([C@@H:15]([C:18]1[CH:25]=[CH:24][CH:23]=[C:20]([C:21]#[N:22])[CH:19]=1)[CH2:14][N:11]1[CH2:12][CH2:13][C@H:9]([O:8][Si:1]([C:4]([CH3:7])([CH3:6])[CH3:5])([CH3:2])[CH3:3])[CH2:10]1)[CH3:17])[C:35]1[CH:40]=[CH:39][CH:38]=[CH:37][CH:36]=1, predict the reactants needed to synthesize it. The reactants are: [Si:1]([O:8][CH:9]1[CH2:13][CH2:12][N:11]([CH2:14][CH:15]([C:18]2[CH:19]=[C:20]([CH:23]=[CH:24][CH:25]=2)[C:21]#[N:22])[NH:16][CH3:17])[CH2:10]1)([C:4]([CH3:7])([CH3:6])[CH3:5])([CH3:3])[CH3:2].C(=O)([O-])[O-].[K+].[K+].[C:32](Cl)(=[O:41])[O:33][CH2:34][C:35]1[CH:40]=[CH:39][CH:38]=[CH:37][CH:36]=1. (2) The reactants are: [Cl:1][C:2]1[C:3](F)=[C:4]([I:14])[C:5]([O:11][CH2:12][CH3:13])=[C:6]([C:8](=[O:10])[CH3:9])[CH:7]=1.[C-:16]#[N:17].[K+].C(=O)(O)[O-].[Na+].O. Given the product [C:8]([C:6]1[CH:7]=[C:2]([Cl:1])[C:3]([C:16]#[N:17])=[C:4]([I:14])[C:5]=1[O:11][CH2:12][CH3:13])(=[O:10])[CH3:9], predict the reactants needed to synthesize it. (3) Given the product [CH3:43][C:44]1[C:45]([N:51]2[CH2:52][CH2:53][N:54]([C:57]([C:59]3[CH:60]=[CH:61][C:62]([N:65]4[CH:69]([CH:70]([CH3:71])[CH3:72])[C:68](=[O:73])[NH:67][C:66]4=[O:83])=[N:63][CH:64]=3)=[O:58])[CH2:55][CH2:56]2)=[N:46][CH:47]=[C:48]([CH3:50])[CH:49]=1, predict the reactants needed to synthesize it. The reactants are: BrC1N=CC(C(N2CCN(C3C(C)=CC(C)=CN=3)CC2)=O)=CC=1.C(C1NC(=O)N(CC2C=CC(OC)=CC=2)C1=O)(C)C.[CH3:43][C:44]1[C:45]([N:51]2[CH2:56][CH2:55][N:54]([C:57]([C:59]3[CH:60]=[CH:61][C:62]([N:65]4[CH:69]([CH:70]([CH3:72])[CH3:71])[C:68](=[O:73])[N:67](CC5C=CC(OC)=CC=5)[C:66]4=[O:83])=[N:63][CH:64]=3)=[O:58])[CH2:53][CH2:52]2)=[N:46][CH:47]=[C:48]([CH3:50])[CH:49]=1.